Dataset: Full USPTO retrosynthesis dataset with 1.9M reactions from patents (1976-2016). Task: Predict the reactants needed to synthesize the given product. Given the product [C:30]([NH:29][C:28]1[N:27]2[C:23]([S:24][CH:25]=[CH:26]2)=[N:22][C:21]=1[C:19]1[S:20][C:16]([C:4]#[C:3][Si:2]([CH3:6])([CH3:5])[CH3:1])=[CH:17][CH:18]=1)([CH3:33])([CH3:31])[CH3:32], predict the reactants needed to synthesize it. The reactants are: [CH3:1][Si:2]([CH3:6])([CH3:5])[C:3]#[CH:4].N12CCN(CC1)CC2.Br[C:16]1[S:20][C:19]([C:21]2[N:22]=[C:23]3[N:27]([C:28]=2[NH:29][C:30]([CH3:33])([CH3:32])[CH3:31])[CH:26]=[CH:25][S:24]3)=[CH:18][CH:17]=1.C(Cl)Cl.